This data is from Forward reaction prediction with 1.9M reactions from USPTO patents (1976-2016). The task is: Predict the product of the given reaction. (1) The product is: [Cl:16][C:17]1[CH:23]=[CH:22][C:20]([NH:21][C:9](=[O:15])[C:10]([O:12][CH2:13][CH3:14])=[O:11])=[CH:19][CH:18]=1. Given the reactants C(N(CC)CC)C.Cl[C:9](=[O:15])[C:10]([O:12][CH2:13][CH3:14])=[O:11].[Cl:16][C:17]1[CH:23]=[CH:22][C:20]([NH2:21])=[CH:19][CH:18]=1.C(=O)([O-])O.[Na+], predict the reaction product. (2) The product is: [F:26][C:21]1[CH:22]=[C:23]([F:25])[CH:24]=[C:2]([F:1])[C:3]=1[C:4]([NH:6][C:7]1[CH:12]=[CH:11][CH:10]=[C:9]([C:13]([CH:15]2[CH2:16][CH2:17][N:18]([CH2:27][CH2:28][CH3:29])[CH2:19][CH2:20]2)=[O:14])[N:8]=1)=[O:5]. Given the reactants [F:1][C:2]1[CH:24]=[C:23]([F:25])[CH:22]=[C:21]([F:26])[C:3]=1[C:4]([NH:6][C:7]1[CH:12]=[CH:11][CH:10]=[C:9]([C:13]([CH:15]2[CH2:20][CH2:19][NH:18][CH2:17][CH2:16]2)=[O:14])[N:8]=1)=[O:5].[CH:27](=O)[CH2:28][CH3:29].[Na].C(O)(=O)C, predict the reaction product. (3) Given the reactants [CH3:1][O:2][CH2:3][C:4]1[CH:9]=[CH:8][C:7]([O:10][C:11]2[CH:16]=[CH:15][C:14]([N+:17]([O-])=O)=[C:13]([O:20][CH3:21])[CH:12]=2)=[CH:6][N:5]=1.[Cl-].[Ca+2].[Cl-].C(O)C, predict the reaction product. The product is: [CH3:21][O:20][C:13]1[CH:12]=[C:11]([O:10][C:7]2[CH:6]=[N:5][C:4]([CH2:3][O:2][CH3:1])=[CH:9][CH:8]=2)[CH:16]=[CH:15][C:14]=1[NH2:17]. (4) The product is: [Cl:1][C:2]1[CH:3]=[C:4]([CH:10]=[C:11]([F:39])[C:12]=1[CH2:13][CH2:14][C:15]1[N:16]([C:32]2[CH:33]=[CH:34][C:35]([F:38])=[CH:36][CH:37]=2)[C:17]([C:20]([C:23]2[CH:28]=[CH:27][C:26]([Cl:29])=[C:25]([O:30][CH3:31])[CH:24]=2)([CH3:22])[CH3:21])=[CH:18][N:19]=1)[C:5]([OH:7])=[O:6]. Given the reactants [Cl:1][C:2]1[CH:3]=[C:4]([CH:10]=[C:11]([F:39])[C:12]=1[CH2:13][CH2:14][C:15]1[N:16]([C:32]2[CH:37]=[CH:36][C:35]([F:38])=[CH:34][CH:33]=2)[C:17]([C:20]([C:23]2[CH:28]=[CH:27][C:26]([Cl:29])=[C:25]([O:30][CH3:31])[CH:24]=2)([CH3:22])[CH3:21])=[CH:18][N:19]=1)[C:5]([O:7]CC)=[O:6].[OH-].[Na+], predict the reaction product. (5) Given the reactants [O:1]=[C:2]1[NH:6][CH:5]2[CH:7]([CH2:10][CH2:11][CH2:12][CH2:13][C:14]([NH:16][CH2:17][CH2:18][CH2:19][CH2:20][CH2:21][O:22][C:23](=[O:46])[CH2:24][C:25]([C:28]3[C:33](=[O:34])[C:32]([CH3:35])=[C:31]([CH2:36][CH2:37][C:38]([O:40]CC=C)=[O:39])[C:30](=[O:44])[C:29]=3[CH3:45])([CH3:27])[CH3:26])=[O:15])[S:8][CH2:9][CH:4]2[NH:3]1.N1CCOCC1, predict the reaction product. The product is: [O:1]=[C:2]1[NH:6][CH:5]2[CH:7]([CH2:10][CH2:11][CH2:12][CH2:13][C:14]([NH:16][CH2:17][CH2:18][CH2:19][CH2:20][CH2:21][O:22][C:23](=[O:46])[CH2:24][C:25]([C:28]3[C:33](=[O:34])[C:32]([CH3:35])=[C:31]([CH2:36][CH2:37][C:38]([OH:40])=[O:39])[C:30](=[O:44])[C:29]=3[CH3:45])([CH3:27])[CH3:26])=[O:15])[S:8][CH2:9][CH:4]2[NH:3]1. (6) Given the reactants CN(C)/[CH:3]=[C:4](\[F:17])/[C:5]([C:7]1[N:11]([CH3:12])[C:10]([C:13]([F:16])([F:15])[F:14])=[N:9][CH:8]=1)=O.C(=O)(O)O.[NH2:23][C:24]([NH2:26])=[NH:25].C[O-].[Na+], predict the reaction product. The product is: [F:17][C:4]1[C:5]([C:7]2[N:11]([CH3:12])[C:10]([C:13]([F:16])([F:14])[F:15])=[N:9][CH:8]=2)=[N:25][C:24]([NH2:26])=[N:23][CH:3]=1.